Dataset: Reaction yield outcomes from USPTO patents with 853,638 reactions. Task: Predict the reaction yield, written as a fraction of the theoretical maximum amount of product (1.0 means a 100% yield; for example, 0.34 means a 34% yield). (1) The reactants are [NH2:1][CH:2]([C:11]1[CH:16]=[CH:15][CH:14]=[CH:13][CH:12]=1)[C:3]1([N:8]([CH3:10])[CH3:9])[CH2:7][CH2:6][CH2:5][CH2:4]1.C(N(CC)CC)C.[F:24][C:25]1[CH:33]=[C:32]([CH3:34])[C:28]([C:29](Cl)=[O:30])=[C:27]([CH3:35])[CH:26]=1. The catalyst is C(Cl)Cl. The product is [CH3:9][N:8]([CH3:10])[C:3]1([CH:2]([C:11]2[CH:12]=[CH:13][CH:14]=[CH:15][CH:16]=2)[NH:1][C:29](=[O:30])[C:28]2[C:27]([CH3:35])=[CH:26][C:25]([F:24])=[CH:33][C:32]=2[CH3:34])[CH2:7][CH2:6][CH2:5][CH2:4]1. The yield is 1.00. (2) The reactants are Br[C:2]1[CH:7]=[CH:6][C:5]([N:8]2[C:13](=[O:14])[C:12]([CH2:15][C:16]3[CH:21]=[CH:20][C:19]([C:22]4[C:23]([C:28]#[N:29])=[CH:24][CH:25]=[CH:26][CH:27]=4)=[CH:18][CH:17]=3)=[C:11]([CH2:30][CH2:31][CH3:32])[N:10]=[C:9]2[CH2:33][CH3:34])=[CH:4][CH:3]=1.[O:35]1[C:39]2([CH2:44][CH2:43][NH:42][CH2:41][CH2:40]2)[O:38][CH2:37][CH2:36]1.CC(C)([O-])C.[Na+]. The catalyst is C1(C)C=CC=CC=1.C(OCC)(=O)C.C1C=CC(/C=C/C(/C=C/C2C=CC=CC=2)=O)=CC=1.C1C=CC(/C=C/C(/C=C/C2C=CC=CC=2)=O)=CC=1.C1C=CC(/C=C/C(/C=C/C2C=CC=CC=2)=O)=CC=1.[Pd].[Pd]. The product is [O:35]1[C:39]2([CH2:44][CH2:43][N:42]([C:2]3[CH:7]=[CH:6][C:5]([N:8]4[C:13](=[O:14])[C:12]([CH2:15][C:16]5[CH:21]=[CH:20][C:19]([C:22]6[C:23]([C:28]#[N:29])=[CH:24][CH:25]=[CH:26][CH:27]=6)=[CH:18][CH:17]=5)=[C:11]([CH2:30][CH2:31][CH3:32])[N:10]=[C:9]4[CH2:33][CH3:34])=[CH:4][CH:3]=3)[CH2:41][CH2:40]2)[O:38][CH2:37][CH2:36]1. The yield is 0.600. (3) The reactants are [C:1]([C:3]1[CH:11]=[CH:10][C:6]([C:7]([Cl:9])=[O:8])=[CH:5][CH:4]=1)#[N:2].[NH2:12][C:13]1[CH:28]=[CH:27][C:26]([O:29][CH3:30])=[CH:25][C:14]=1[C:15]([NH:17][C:18]1[CH:23]=[CH:22][C:21]([Cl:24])=[CH:20][N:19]=1)=[O:16].N1C=CC=CC=1. The yield is 0.748. The product is [ClH:9].[Cl:24][C:21]1[CH:22]=[CH:23][C:18]([NH:17][C:15](=[O:16])[C:14]2[CH:25]=[C:26]([O:29][CH3:30])[CH:27]=[CH:28][C:13]=2[NH:12][C:7](=[O:8])[C:6]2[CH:10]=[CH:11][C:3]([C:1]#[N:2])=[CH:4][CH:5]=2)=[N:19][CH:20]=1. The catalyst is C1COCC1. (4) The reactants are [Br:1]N1C(=O)CCC1=O.[N+:9]([C:12]1[CH:13]=[C:14]2[C:18](=[CH:19][CH:20]=1)[NH:17][C:16]([C:21]([O:23][CH2:24][CH3:25])=[O:22])=[CH:15]2)([O-:11])=[O:10].[CH2:26](Br)[C:27]1[CH:32]=[CH:31][CH:30]=[CH:29][CH:28]=1.C([O-])([O-])=O.[Cs+].[Cs+]. The catalyst is CN(C=O)C.O. The product is [CH2:26]([N:17]1[C:18]2[C:14](=[CH:13][C:12]([N+:9]([O-:11])=[O:10])=[CH:20][CH:19]=2)[C:15]([Br:1])=[C:16]1[C:21]([O:23][CH2:24][CH3:25])=[O:22])[C:27]1[CH:32]=[CH:31][CH:30]=[CH:29][CH:28]=1. The yield is 0.570. (5) The reactants are [O:1]([CH2:8][C:9]1[CH:14]=[CH:13][C:12]([CH2:15][C:16](O)=[O:17])=[CH:11][CH:10]=1)[C:2]1[CH:7]=[CH:6][CH:5]=[CH:4][CH:3]=1.[H-].[H-].[H-].[H-].[Li+].[Al+3]. The catalyst is C1COCC1. The product is [O:1]([CH2:8][C:9]1[CH:10]=[CH:11][C:12]([CH2:15][CH2:16][OH:17])=[CH:13][CH:14]=1)[C:2]1[CH:7]=[CH:6][CH:5]=[CH:4][CH:3]=1. The yield is 1.74.